From a dataset of Peptide-MHC class II binding affinity with 134,281 pairs from IEDB. Regression. Given a peptide amino acid sequence and an MHC pseudo amino acid sequence, predict their binding affinity value. This is MHC class II binding data. (1) The peptide sequence is MPNMLRIMASLVLAR. The MHC is DRB1_0301 with pseudo-sequence DRB1_0301. The binding affinity (normalized) is 0.635. (2) The peptide sequence is YTDVFSLDPTFTIETT. The MHC is HLA-DQA10301-DQB10302 with pseudo-sequence HLA-DQA10301-DQB10302. The binding affinity (normalized) is 0.541. (3) The peptide sequence is LIEVNPPFGDSYIIV. The MHC is DRB1_1101 with pseudo-sequence DRB1_1101. The binding affinity (normalized) is 0. (4) The binding affinity (normalized) is 0.183. The peptide sequence is FRDRARVPLTSNNGI. The MHC is DRB1_1201 with pseudo-sequence DRB1_1201. (5) The peptide sequence is RGDQSTDYGIFQINSR. The MHC is H-2-IEd with pseudo-sequence H-2-IEd. The binding affinity (normalized) is 0.